The task is: Predict the reactants needed to synthesize the given product.. This data is from Full USPTO retrosynthesis dataset with 1.9M reactions from patents (1976-2016). Given the product [F:1][C:2]1[CH:9]=[CH:8][C:7]([F:10])=[CH:6][C:3]=1[C:4](=[S:13])[NH2:5], predict the reactants needed to synthesize it. The reactants are: [F:1][C:2]1[CH:9]=[CH:8][C:7]([F:10])=[CH:6][C:3]=1[C:4]#[N:5].C(N)(=[S:13])C.